From a dataset of NCI-60 drug combinations with 297,098 pairs across 59 cell lines. Regression. Given two drug SMILES strings and cell line genomic features, predict the synergy score measuring deviation from expected non-interaction effect. (1) Drug 1: C1=CC=C(C=C1)NC(=O)CCCCCCC(=O)NO. Drug 2: C(CC(=O)O)C(=O)CN.Cl. Cell line: ACHN. Synergy scores: CSS=11.1, Synergy_ZIP=0.718, Synergy_Bliss=5.72, Synergy_Loewe=-30.6, Synergy_HSA=1.08. (2) Drug 1: CN(CC1=CN=C2C(=N1)C(=NC(=N2)N)N)C3=CC=C(C=C3)C(=O)NC(CCC(=O)O)C(=O)O. Drug 2: CC1=CC=C(C=C1)C2=CC(=NN2C3=CC=C(C=C3)S(=O)(=O)N)C(F)(F)F. Cell line: A549. Synergy scores: CSS=16.5, Synergy_ZIP=1.62, Synergy_Bliss=-2.49, Synergy_Loewe=-60.6, Synergy_HSA=-9.57. (3) Drug 1: CC1CCC2CC(C(=CC=CC=CC(CC(C(=O)C(C(C(=CC(C(=O)CC(OC(=O)C3CCCCN3C(=O)C(=O)C1(O2)O)C(C)CC4CCC(C(C4)OC)O)C)C)O)OC)C)C)C)OC. Drug 2: CC1C(C(CC(O1)OC2CC(CC3=C2C(=C4C(=C3O)C(=O)C5=CC=CC=C5C4=O)O)(C(=O)C)O)N)O. Cell line: MDA-MB-435. Synergy scores: CSS=67.8, Synergy_ZIP=10.1, Synergy_Bliss=11.8, Synergy_Loewe=14.3, Synergy_HSA=14.4. (4) Drug 1: C1CCN(CC1)CCOC2=CC=C(C=C2)C(=O)C3=C(SC4=C3C=CC(=C4)O)C5=CC=C(C=C5)O. Drug 2: CCCCC(=O)OCC(=O)C1(CC(C2=C(C1)C(=C3C(=C2O)C(=O)C4=C(C3=O)C=CC=C4OC)O)OC5CC(C(C(O5)C)O)NC(=O)C(F)(F)F)O. Cell line: IGROV1. Synergy scores: CSS=-1.79, Synergy_ZIP=1.43, Synergy_Bliss=-0.408, Synergy_Loewe=-0.938, Synergy_HSA=-3.08. (5) Drug 1: C1CC(C1)(C(=O)O)C(=O)O.[NH2-].[NH2-].[Pt+2]. Drug 2: CC(C)(C#N)C1=CC=C(C=C1)N2C3=C4C=C(C=CC4=NC=C3N(C2=O)C)C5=CC6=CC=CC=C6N=C5. Cell line: T-47D. Synergy scores: CSS=48.3, Synergy_ZIP=10.4, Synergy_Bliss=10.4, Synergy_Loewe=8.88, Synergy_HSA=11.6. (6) Drug 1: CNC(=O)C1=NC=CC(=C1)OC2=CC=C(C=C2)NC(=O)NC3=CC(=C(C=C3)Cl)C(F)(F)F. Drug 2: CC(C)CN1C=NC2=C1C3=CC=CC=C3N=C2N. Cell line: UO-31. Synergy scores: CSS=-6.39, Synergy_ZIP=3.79, Synergy_Bliss=-0.129, Synergy_Loewe=-7.71, Synergy_HSA=-8.01. (7) Drug 1: CC1CCC2CC(C(=CC=CC=CC(CC(C(=O)C(C(C(=CC(C(=O)CC(OC(=O)C3CCCCN3C(=O)C(=O)C1(O2)O)C(C)CC4CCC(C(C4)OC)OCCO)C)C)O)OC)C)C)C)OC. Drug 2: CC1C(C(CC(O1)OC2CC(CC3=C2C(=C4C(=C3O)C(=O)C5=C(C4=O)C(=CC=C5)OC)O)(C(=O)CO)O)N)O.Cl. Cell line: NCIH23. Synergy scores: CSS=38.4, Synergy_ZIP=-1.94, Synergy_Bliss=1.35, Synergy_Loewe=3.59, Synergy_HSA=5.10. (8) Drug 1: C1C(C(OC1N2C=C(C(=O)NC2=O)F)CO)O. Drug 2: C1=NC2=C(N=C(N=C2N1C3C(C(C(O3)CO)O)O)F)N. Cell line: HCT116. Synergy scores: CSS=15.0, Synergy_ZIP=-4.96, Synergy_Bliss=6.29, Synergy_Loewe=-10.9, Synergy_HSA=1.87. (9) Drug 1: CN(C)N=NC1=C(NC=N1)C(=O)N. Drug 2: C1=CN(C(=O)N=C1N)C2C(C(C(O2)CO)O)O.Cl. Cell line: SF-539. Synergy scores: CSS=24.4, Synergy_ZIP=-9.58, Synergy_Bliss=-5.77, Synergy_Loewe=-41.4, Synergy_HSA=-4.41.